From a dataset of Reaction yield outcomes from USPTO patents with 853,638 reactions. Predict the reaction yield, written as a fraction of the theoretical maximum amount of product (1.0 means a 100% yield; for example, 0.34 means a 34% yield). (1) The catalyst is C(O)(C)C. The product is [NH2:1][C:2]1[N:10]=[C:9]2[C:5]([N:6]=[CH:7][N:8]2[CH2:11][C:12]2[CH:17]=[CH:16][CH:15]=[CH:14][C:13]=2[F:18])=[C:4]([C:19](=[S:21])[NH2:20])[N:3]=1. The reactants are [NH2:1][C:2]1[N:10]=[C:9]2[C:5]([N:6]=[CH:7][N:8]2[CH2:11][C:12]2[CH:17]=[CH:16][CH:15]=[CH:14][C:13]=2[F:18])=[C:4]([C:19]#[N:20])[N:3]=1.[SH2:21].CCN(CC)CC. The yield is 1.00. (2) The reactants are [OH:1][C@@H:2]([C@@H:5]1[CH2:9][N:8]([C:10]([O:12][CH2:13][C:14]2[CH:19]=[CH:18][CH:17]=[CH:16][CH:15]=2)=[O:11])[C:7](=[O:20])[CH2:6]1)CO. The catalyst is CO.O. The product is [CH:2]([C@@H:5]1[CH2:9][N:8]([C:10]([O:12][CH2:13][C:14]2[CH:19]=[CH:18][CH:17]=[CH:16][CH:15]=2)=[O:11])[C:7](=[O:20])[CH2:6]1)=[O:1]. The yield is 0.940. (3) The reactants are Br[C:2]1[C:3]([CH3:10])=[CH:4][C:5]([F:9])=[C:6]([NH2:8])[CH:7]=1.[B:11]1([B:11]2[O:15][C:14]([CH3:17])([CH3:16])[C:13]([CH3:19])([CH3:18])[O:12]2)[O:15][C:14]([CH3:17])([CH3:16])[C:13]([CH3:19])([CH3:18])[O:12]1.CC([O-])=O.[K+]. The catalyst is CN(C=O)C.C1C=CC(P(C2C=CC=CC=2)[C-]2C=CC=C2)=CC=1.C1C=CC(P(C2C=CC=CC=2)[C-]2C=CC=C2)=CC=1.[Fe+2].Cl[Pd]Cl. The product is [F:9][C:5]1[CH:4]=[C:3]([CH3:10])[C:2]([B:11]2[O:15][C:14]([CH3:17])([CH3:16])[C:13]([CH3:19])([CH3:18])[O:12]2)=[CH:7][C:6]=1[NH2:8]. The yield is 0.470. (4) The reactants are [Cl-].[Li+].[CH2:3]([O:10][C:11]1[C:15]([O:16][CH2:17][C:18]2[CH:23]=[CH:22][CH:21]=[CH:20][CH:19]=2)=[C:14](I)[N:13]([C:25]2[CH:30]=[CH:29][C:28]([O:31][CH3:32])=[CH:27][CH:26]=2)[C:12]=1[C:33]([N:35]([CH3:37])[CH3:36])=[O:34])[C:4]1[CH:9]=[CH:8][CH:7]=[CH:6][CH:5]=1.C(OC1C(OCC2C=CC=CC=2)=CN(C2C=CC(OC)=CC=2)C=1C(N(C)C)=O)C1C=CC=CC=1.C([Mg]Cl)(C)C.[CH3:77][P:78](Cl)([CH3:80])=[O:79]. The catalyst is C1COCC1. The product is [CH2:3]([O:10][C:11]1[C:15]([O:16][CH2:17][C:18]2[CH:23]=[CH:22][CH:21]=[CH:20][CH:19]=2)=[C:14]([P:78]([CH3:80])([CH3:77])=[O:79])[N:13]([C:25]2[CH:30]=[CH:29][C:28]([O:31][CH3:32])=[CH:27][CH:26]=2)[C:12]=1[C:33]([N:35]([CH3:37])[CH3:36])=[O:34])[C:4]1[CH:9]=[CH:8][CH:7]=[CH:6][CH:5]=1. The yield is 0.150. (5) The reactants are [K+].[C:2]([C:4]1[N:5]=[C:6]([C:17]([O-:19])=O)[N:7]([CH2:9][O:10][CH2:11][CH2:12][Si:13]([CH3:16])([CH3:15])[CH3:14])[CH:8]=1)#[N:3].CCN(C(C)C)C(C)C.C1CN([P+](Br)(N2CCCC2)N2CCCC2)CC1.F[P-](F)(F)(F)(F)F.[C:53]([O:57][C:58]([N:60]1[CH2:65][CH2:64][CH:63]([C:66]2[CH:71]=[CH:70][C:69]([NH2:72])=[C:68]([C:73]3[CH2:78][CH2:77][CH2:76][CH2:75][CH:74]=3)[N:67]=2)[CH2:62][CH2:61]1)=[O:59])([CH3:56])([CH3:55])[CH3:54]. The catalyst is C(Cl)Cl.CCOC(C)=O. The product is [C:53]([O:57][C:58]([N:60]1[CH2:65][CH2:64][CH:63]([C:66]2[CH:71]=[CH:70][C:69]([NH:72][C:17]([C:6]3[N:7]([CH2:9][O:10][CH2:11][CH2:12][Si:13]([CH3:14])([CH3:15])[CH3:16])[CH:8]=[C:4]([C:2]#[N:3])[N:5]=3)=[O:19])=[C:68]([C:73]3[CH2:78][CH2:77][CH2:76][CH2:75][CH:74]=3)[N:67]=2)[CH2:62][CH2:61]1)=[O:59])([CH3:56])([CH3:54])[CH3:55]. The yield is 0.400. (6) The reactants are [CH2:1]([O:8][C:9]1[CH:17]=[C:16]([O:18][CH2:19][C:20]2[CH:25]=[CH:24][CH:23]=[CH:22][CH:21]=2)[C:15]([C:26]([CH3:28])=[CH2:27])=[CH:14][C:10]=1[C:11]([OH:13])=O)[C:2]1[CH:7]=[CH:6][CH:5]=[CH:4][CH:3]=1.[C:29](Cl)(=[O:33])[C:30](Cl)=[O:31].C([N:37]([CH2:40][CH3:41])[CH2:38][CH3:39])C. The catalyst is CN(C=O)C.C(Cl)Cl.C(OCC)(=O)C. The product is [CH2:1]([O:8][C:9]1[CH:17]=[C:16]([O:18][CH2:19][C:20]2[CH:21]=[CH:22][CH:23]=[CH:24][CH:25]=2)[C:15]([C:26]([CH3:28])=[CH2:27])=[CH:14][C:10]=1[C:11]([N:37]1[CH2:38][C:39]2[C:41](=[CH:3][CH:4]=[CH:5][C:6]=2[O:31][CH2:30][CH2:29][O:33][CH2:2][CH2:1][O:8][CH3:9])[CH2:40]1)=[O:13])[C:2]1[CH:3]=[CH:4][CH:5]=[CH:6][CH:7]=1. The yield is 1.00. (7) The reactants are [O:1]1[C:5]2[CH:6]=[CH:7][CH:8]=[CH:9][C:4]=2[CH:3]=[C:2]1[CH2:10][OH:11].Cl[C:13]([O:15][C:16]1[CH:21]=[CH:20][C:19]([N+:22]([O-:24])=[O:23])=[CH:18][CH:17]=1)=[O:14]. The catalyst is C1COCC1. The product is [C:13](=[O:14])([O:15][C:16]1[CH:17]=[CH:18][C:19]([N+:22]([O-:24])=[O:23])=[CH:20][CH:21]=1)[O:11][CH2:10][C:2]1[O:1][C:5]2[CH:6]=[CH:7][CH:8]=[CH:9][C:4]=2[CH:3]=1. The yield is 0.540.